This data is from Experimentally validated miRNA-target interactions with 360,000+ pairs, plus equal number of negative samples. The task is: Binary Classification. Given a miRNA mature sequence and a target amino acid sequence, predict their likelihood of interaction. (1) The miRNA is hsa-miR-221-3p with sequence AGCUACAUUGUCUGCUGGGUUUC. The protein sequence of the target gene is MWRVKKLSLSLSPSPQTGKPSMRTPLRELTLQPGALTNSGKRSPACSSLTPSLCKLGLQEGSNNSSPVDFVNNKRTDLSSEHFSHSSKWLETCQHESDEQPLDPIPQISSTPKTSEEAVDPLGNYMVKTIVLVPSPLGQQQDMIFEARLDTMAETNSISLNGPLRTDDLVREEVAPCMGDRFSEVAAVSEKPIFQESPSHLLEESPPNPCSEQLHCSKESLSSRTEAVREDLVPSESNAFLPSSVLWLSPSTALAADFRVNHVDPEEEIVEHGAMEEREMRFPTHPKESETEDQALVSSV.... Result: 1 (interaction). (2) The miRNA is hsa-miR-6857-3p with sequence UGACUGAGCUUCUCCCCACAG. The protein sequence of the target gene is MAAPVPWACCAVLAAAAAVVYAQRHSPQEAPHVQYERLGSDVTLPCGTANWDAAVTWRVNGTDLAPDLLNGSQLVLHGLELGHSGLYACFHRDSWHLRHQVLLHVGLPPREPVLSCRSNTYPKGFYCSWHLPTPTYIPNTFNVTVLHGSKIMVCEKDPALKNRCHIRYMHLFSTIKYKVSISVSNALGHNATAITFDEFTIVKPDPPENVVARPVPSNPRRLEVTWQTPSTWPDPESFPLKFFLRYRPLILDQWQHVELSDGTAHTITDAYAGKEYIIQVAAKDNEIGTWSDWSVAAHAT.... Result: 0 (no interaction). (3) The miRNA is hsa-miR-6815-5p with sequence UAGGUGGCGCCGGAGGAGUCAUU. The protein sequence of the target gene is MSSVKPLVYAVIRFLREQSQMDAYTSDEQESLEVAIQCLETVFKISPEDTHLAVSQPLTEMFTNSVCKNDIRPLSNSVPEDVGKADQLKDEGNNHMKEENYAAAVDCYTQAIELDPNNAVYYCNRAAAQSKLSHYTDAIKDCEKAIAIDSKYSKAYGRMGLALTAMNKFEEAVTSYQKALDLDPENDSYKSNLKIAEQKLREVSSPTGTGLSFDMASLINNPAFITMAASLMQNPQVQQLMSGMMTNAIGGPAAGVGGLTDLSSLIQAGQQFAQQIQQQNPELIEQLRNHIRSRSFSSSA.... Result: 0 (no interaction). (4) The miRNA is mmu-miR-208b-3p with sequence AUAAGACGAACAAAAGGUUUGU. Result: 0 (no interaction). The protein sequence of the target gene is MADTQTQVAPTPTMRMATAEDLPLPPPPALEDLPLPPPKESFSKFHQQRQASELRRLYRHIHPELRKNLAEAVAEDLAEVLGSEEPTEGDVQCMRWIFENWRLDAIGEHERPAAKEPVLCGDVQATSRKFEEGSFANSTDQEPTRPQPGGGDVRAARWLFETKPLDELTGQAKELEATVREPAASGDVQGTRMLFETRPLDRLGSRPSLQEQSPLELRSEIQELKGDVKKTVKLFQTEPLCAIQDAEGAIHEVKAACREEIQSNAVRSARWLFETRPLDAINQDPSQVRVIRGISLEEGA.... (5) The miRNA is hsa-miR-181d-5p with sequence AACAUUCAUUGUUGUCGGUGGGU. The protein sequence of the target gene is MAGSHPYFNQPDSTHPSPPSAPPSLRWYQRCQPSDATSGLLVALLGGGLPAGFVGPLSRMAYQASNLPSLELLIWRCLFHLPIALLLKLRGDPLLGTPDIRSRAFFCALLNILSIGCAYSAVQVVPAGNAATVRKGSSTVCSAVLTLCLESQGLSGYDWCGLLGCILGLIIIVGPGLWTLQEGTTGVYTALGYVEAFLGGLALSLRLLVYRSLHFPPCLPTVAFLSGLVGLLGSVPGLFVLQAPVLPSDLLSWSCVGAVGILALVSFTCVGYAVTKAHPALVCAVLHSEVVVALILQYYM.... Result: 1 (interaction). (6) The miRNA is hsa-miR-8065 with sequence UGUAGGAACAGUUGAAUUUUGGCU. The protein sequence of the target gene is MAAADTCGAGTLSSRSVASEAGQGGTSSFQRKGKASGGPGGGPRLLSIAGTRPSVRNGQLLVSTGLPALDQLLGGGLAVGTLLLIEEDKYNIYSPLLFKYFMAEGIINGHTLLVASAKENPAKILQELPAPLLDDNSKKELEDVHSAKTPEPNVNMKIAWRYQLQPKMEVGPVSSSRFGHYYDLSKRIPWELLQSSKWHGFFLPEHISPDLKGESCFLSCGYMRLLEFIQKSVYAEGFDGANPQKKQKNILRIGIQNLGSPLWGDDICCKENCDNNHRLTKFLYILRGLLRSSLSACIIT.... Result: 0 (no interaction).